Dataset: Peptide-MHC class II binding affinity with 134,281 pairs from IEDB. Task: Regression. Given a peptide amino acid sequence and an MHC pseudo amino acid sequence, predict their binding affinity value. This is MHC class II binding data. (1) The peptide sequence is GELQIVWKIDAAFKI. The MHC is DRB4_0101 with pseudo-sequence DRB4_0103. The binding affinity (normalized) is 0.636. (2) The peptide sequence is QVAQYKALPVVLENA. The MHC is HLA-DQA10301-DQB10302 with pseudo-sequence HLA-DQA10301-DQB10302. The binding affinity (normalized) is 0.537. (3) The peptide sequence is ALMDCIMFDAAVSGG. The MHC is DRB1_0101 with pseudo-sequence DRB1_0101. The binding affinity (normalized) is 0.799. (4) The peptide sequence is PEVKYAVFEAALTKA. The MHC is DRB1_0301 with pseudo-sequence DRB1_0301. The binding affinity (normalized) is 0.174. (5) The binding affinity (normalized) is 0.399. The MHC is HLA-DQA10301-DQB10302 with pseudo-sequence HLA-DQA10301-DQB10302. The peptide sequence is PANDKFTVFEAAFNN. (6) The peptide sequence is GRYNCKCCWFADKNL. The MHC is DRB4_0101 with pseudo-sequence DRB4_0103. The binding affinity (normalized) is 0.130. (7) The binding affinity (normalized) is 0. The peptide sequence is AEMETESWIVDRQWA. The MHC is DRB4_0103 with pseudo-sequence DRB4_0103.